Dataset: Full USPTO retrosynthesis dataset with 1.9M reactions from patents (1976-2016). Task: Predict the reactants needed to synthesize the given product. (1) Given the product [NH2:8][C:9]1[N:14]=[CH:13][C:12]([C:15]2[CH:16]=[N:17][CH:18]=[C:19]([C:21]([O:23][CH3:24])=[O:22])[CH:20]=2)=[C:11]([C:25]2[S:26][CH:27]=[C:28]([C:30]([F:33])([F:32])[F:31])[N:29]=2)[CH:10]=1, predict the reactants needed to synthesize it. The reactants are: C(OC([NH:8][C:9]1[N:14]=[CH:13][C:12]([C:15]2[CH:16]=[N:17][CH:18]=[C:19]([C:21]([O:23][CH3:24])=[O:22])[CH:20]=2)=[C:11]([C:25]2[S:26][CH:27]=[C:28]([C:30]([F:33])([F:32])[F:31])[N:29]=2)[CH:10]=1)=O)(C)(C)C.Cl.C(=O)(O)[O-].[Na+]. (2) Given the product [CH2:36]([NH:40][C:28]([NH:20][C:19]1[CH:21]=[CH:22][C:16]([O:15][C:6]2[C:5]3[C:10](=[CH:11][C:12]([O:13][CH3:14])=[C:3]([O:2][CH3:1])[CH:4]=3)[N:9]=[CH:8][CH:7]=2)=[CH:17][C:18]=1[F:23])=[O:34])[CH2:37][CH2:38][CH3:39], predict the reactants needed to synthesize it. The reactants are: [CH3:1][O:2][C:3]1[CH:4]=[C:5]2[C:10](=[CH:11][C:12]=1[O:13][CH3:14])[N:9]=[CH:8][CH:7]=[C:6]2[O:15][C:16]1[CH:22]=[CH:21][C:19]([NH2:20])=[C:18]([F:23])[CH:17]=1.ClC(Cl)(O[C:28](=[O:34])OC(Cl)(Cl)Cl)Cl.[CH2:36]([NH2:40])[CH2:37][CH2:38][CH3:39].C(=O)([O-])O.[Na+]. (3) Given the product [Cl:1][C:2]1[CH:7]=[CH:6][CH:5]=[C:4]([Cl:8])[C:3]=1[NH:9][C:10]([NH:12][C:13]1[C:14]([C:23]([N:25]2[CH2:30][CH2:29][CH2:28][CH:27]([C:31]([OH:33])=[O:32])[CH2:26]2)=[O:24])=[CH:15][C:16]2[C:21]([CH:22]=1)=[CH:20][CH:19]=[CH:18][CH:17]=2)=[O:11], predict the reactants needed to synthesize it. The reactants are: [Cl:1][C:2]1[CH:7]=[CH:6][CH:5]=[C:4]([Cl:8])[C:3]=1[NH:9][C:10]([NH:12][C:13]1[C:14]([C:23]([N:25]2[CH2:30][CH2:29][CH2:28][CH:27]([C:31]([O:33]CC)=[O:32])[CH2:26]2)=[O:24])=[CH:15][C:16]2[C:21]([CH:22]=1)=[CH:20][CH:19]=[CH:18][CH:17]=2)=[O:11].Cl. (4) Given the product [Br:1][C:2]1[CH:3]=[CH:4][C:5]([CH:8]([O:10][C:11]2[CH:16]=[CH:15][CH:14]=[CH:13][CH:12]=2)[CH3:9])=[N:6][CH:7]=1, predict the reactants needed to synthesize it. The reactants are: [Br:1][C:2]1[CH:3]=[CH:4][C:5]([CH:8]([OH:10])[CH3:9])=[N:6][CH:7]=1.[C:11]1(O)[CH:16]=[CH:15][CH:14]=[CH:13][CH:12]=1.C1(P(C2C=CC=CC=2)C2C=CC=CC=2)C=CC=CC=1.N(C(OC(C)C)=O)=NC(OC(C)C)=O. (5) Given the product [CH:1]1[C:10]2[CH2:9][CH2:8][CH2:7][CH2:6][C:5]=2[CH:4]=[CH:3][C:2]=1[CH2:11][NH:12][C:13](=[S:38])[CH2:14][CH2:15][C:16]1[CH:21]=[CH:20][C:19]([O:22][CH2:23][C:24]#[CH:25])=[C:18]([O:26][CH3:27])[CH:17]=1, predict the reactants needed to synthesize it. The reactants are: [CH:1]1[C:10]2[CH2:9][CH2:8][CH2:7][CH2:6][C:5]=2[CH:4]=[CH:3][C:2]=1[CH2:11][NH:12][C:13](=O)[CH2:14][CH2:15][C:16]1[CH:21]=[CH:20][C:19]([O:22][CH2:23][C:24]#[CH:25])=[C:18]([O:26][CH3:27])[CH:17]=1.COC1C=CC(P2(SP(C3C=CC(OC)=CC=3)(=S)S2)=[S:38])=CC=1. (6) Given the product [CH3:12][C:5]1[C:6]([C:8]([F:11])([F:10])[F:9])=[CH:7][C:2]2[NH:1][C:32](=[O:33])[N:13]([CH:14]3[CH2:15][CH2:16][N:17]([C:20]([O:22][C:23]([CH3:26])([CH3:25])[CH3:24])=[O:21])[CH2:18][CH2:19]3)[C:3]=2[CH:4]=1, predict the reactants needed to synthesize it. The reactants are: [NH2:1][C:2]1[CH:7]=[C:6]([C:8]([F:11])([F:10])[F:9])[C:5]([CH3:12])=[CH:4][C:3]=1[NH:13][CH:14]1[CH2:19][CH2:18][N:17]([C:20]([O:22][C:23]([CH3:26])([CH3:25])[CH3:24])=[O:21])[CH2:16][CH2:15]1.C1N=CN([C:32](N2C=NC=C2)=[O:33])C=1. (7) Given the product [O:47]1[CH2:46][CH2:45][N:43]=[C:48]1[C:37]1([C:36]2[CH:35]=[CH:34][C:33]([N:15]3[CH2:16][CH2:17][C:12]4[C:11]([C:19]([F:22])([F:20])[F:21])=[N:10][N:9]([C:6]5[CH:5]=[CH:4][C:3]([O:2][CH3:1])=[CH:8][CH:7]=5)[C:13]=4[C:14]3=[O:18])=[CH:42][CH:41]=2)[CH2:38][CH2:39]1, predict the reactants needed to synthesize it. The reactants are: [CH3:1][O:2][C:3]1[CH:8]=[CH:7][C:6]([N:9]2[C:13]3[C:14](=[O:18])[NH:15][CH2:16][CH2:17][C:12]=3[C:11]([C:19]([F:22])([F:21])[F:20])=[N:10]2)=[CH:5][CH:4]=1.C(=O)([O-])[O-].[K+].[K+].N1[C:42]2[C:33](=[CH:34][CH:35]=[C:36]3[C:41]=2N=[CH:39][CH:38]=[CH:37]3)C=CC=1.[N:43]#N.[CH3:45][CH2:46][O:47][C:48](C)=O.